This data is from Catalyst prediction with 721,799 reactions and 888 catalyst types from USPTO. The task is: Predict which catalyst facilitates the given reaction. (1) The catalyst class is: 11. Reactant: [C:1]1([S:7]([N:10]2[C:18]3[CH:17]=[CH:16][CH:15]=[C:14]([C:19](OC)=[O:20])[C:13]=3[CH:12]=[N:11]2)(=[O:9])=[O:8])[CH:6]=[CH:5][CH:4]=[CH:3][CH:2]=1.C1COCC1.[BH4-].[Li+]. Product: [C:1]1([S:7]([N:10]2[C:18]3[C:13](=[C:14]([CH2:19][OH:20])[CH:15]=[CH:16][CH:17]=3)[CH:12]=[N:11]2)(=[O:8])=[O:9])[CH:2]=[CH:3][CH:4]=[CH:5][CH:6]=1. (2) Reactant: [C:1]([C:5]1[CH:10]=[CH:9][CH:8]=[CH:7][C:6]=1[N:11]1[CH2:16][CH2:15][N:14]([C:17]([C:19]2[N:20]([CH3:34])[C:21]3[C:26]([CH:27]=2)=[CH:25][C:24]([O:28][CH2:29][C:30]([O:32]C)=[O:31])=[CH:23][CH:22]=3)=[O:18])[CH2:13][CH2:12]1)([CH3:4])([CH3:3])[CH3:2].[OH-].[Na+].CO.Cl. Product: [C:1]([C:5]1[CH:10]=[CH:9][CH:8]=[CH:7][C:6]=1[N:11]1[CH2:16][CH2:15][N:14]([C:17]([C:19]2[N:20]([CH3:34])[C:21]3[C:26]([CH:27]=2)=[CH:25][C:24]([O:28][CH2:29][C:30]([OH:32])=[O:31])=[CH:23][CH:22]=3)=[O:18])[CH2:13][CH2:12]1)([CH3:4])([CH3:2])[CH3:3]. The catalyst class is: 7. (3) Reactant: OS(O)(=O)=O.[O:6]1[C:15]2[C:10](=[CH:11][CH:12]=[CH:13][CH:14]=2)[C:9](=[O:16])[CH2:8][CH2:7]1.[CH3:17][O:18][C:19](=[O:28])[C:20]1[CH:25]=[CH:24][C:23]([CH:26]=O)=[CH:22][CH:21]=1. Product: [O:16]=[C:9]1[C:10]2[C:15](=[CH:14][CH:13]=[CH:12][CH:11]=2)[O:6][CH2:7][C:8]1=[CH:26][C:23]1[CH:24]=[CH:25][C:20]([C:19]([O:18][CH3:17])=[O:28])=[CH:21][CH:22]=1. The catalyst class is: 15. (4) Reactant: C[NH:2]N.C[CH2:5][N:6]([CH:10]([CH3:12])[CH3:11])[CH:7](C)C.O.O.O.[Cl-].[CH3:17][C:18]1[SH+:19][CH:20]=[CH:21][CH:22]=[CH:23][CH:24]=[CH:25][CH:26]=1.CNN.[C:30]([O:33]C(=O)C)(=O)[CH3:31].C[CH2:38][N:39]([CH:43](C)C)C(C)C. Product: [CH3:38][N:39]([CH3:43])[C:25]1[CH:24]=[CH:23][C:17]2[N:2]([C:30](=[O:33])[CH3:31])[C:21]3[C:20]([S:19][C:18]=2[CH:26]=1)=[CH:12][C:10]([N:6]([CH3:5])[CH3:7])=[CH:11][CH:22]=3. The catalyst class is: 10. (5) Reactant: [C:1]([O:5][C:6]([NH:8][C@@H:9]([CH:13]1[CH2:18][CH2:17][O:16][CH2:15][CH2:14]1)[C:10]([OH:12])=[O:11])=[O:7])([CH3:4])([CH3:3])[CH3:2].C(N(C(C)C)CC)(C)C.F[P-](F)(F)(F)(F)F.CN(C)C(F)=[N+](C)C.[F:43][C:44]1[CH:49]=[CH:48][CH:47]=[C:46]([F:50])[C:45]=1[NH:51][C:52]([CH:54]1[NH:62][C:57]2=[N:58][CH:59]=[CH:60][CH:61]=[C:56]2[CH2:55]1)=[O:53]. Product: [F:50][C:46]1[CH:47]=[CH:48][CH:49]=[C:44]([F:43])[C:45]=1[NH:51][C:52]([CH:54]1[N:62]([C:10](=[O:12])[C@H:9]([NH:8][C:6](=[O:7])[O:5][C:1]([CH3:2])([CH3:3])[CH3:4])[CH:13]2[CH2:18][CH2:17][O:16][CH2:15][CH2:14]2)[C:57]2=[N:58][CH:59]=[CH:60][CH:61]=[C:56]2[CH2:55]1)=[O:53].[F:50][C:46]1[CH:47]=[CH:48][CH:49]=[C:44]([F:43])[C:45]=1[NH:51][C:52]([CH:54]1[N:62]([C:10](=[O:11])[C@@H:9]([NH:8][C:6](=[O:7])[O:5][C:1]([CH3:2])([CH3:4])[CH3:3])[CH:13]2[CH2:18][CH2:17][O:16][CH2:15][CH2:14]2)[C:57]2=[N:58][CH:59]=[CH:60][CH:61]=[C:56]2[CH2:55]1)=[O:53]. The catalyst class is: 91. (6) Reactant: [N+:1]([C:4]1[CH:9]=[CH:8][C:7]([C:10](=[N:24][NH:25][C:26]2[N:31]=[CH:30][CH:29]=[CH:28][N:27]=2)[C:11]2[C:12]([CH2:20][CH:21]([OH:23])[CH3:22])=[CH:13][C:14]3[O:18][CH2:17][O:16][C:15]=3[CH:19]=2)=[CH:6][CH:5]=1)([O-:3])=[O:2].C(N(CC)CC)C.[CH3:39][S:40](Cl)(=[O:42])=[O:41]. Product: [S:40]([O:23][CH:21]([CH3:22])[CH2:20][C:12]1[C:11]([C:10]([C:7]2[CH:8]=[CH:9][C:4]([N+:1]([O-:3])=[O:2])=[CH:5][CH:6]=2)=[N:24][NH:25][C:26]2[N:27]=[CH:28][CH:29]=[CH:30][N:31]=2)=[CH:19][C:15]2[O:16][CH2:17][O:18][C:14]=2[CH:13]=1)(=[O:42])(=[O:41])[CH3:39]. The catalyst class is: 4. (7) Reactant: [C:1]([OH:10])(=[O:9])[C:2]1[C:3](=[CH:5][CH:6]=[CH:7][CH:8]=1)[NH2:4].[C:11]1([CH3:21])[CH:16]=[CH:15][C:14]([S:17](Cl)(=[O:19])=[O:18])=[CH:13][CH:12]=1.[OH-].[Na+].Cl. Product: [S:17]([NH:4][C:3]1[C:2](=[CH:8][CH:7]=[CH:6][CH:5]=1)[C:1]([OH:10])=[O:9])([C:14]1[CH:15]=[CH:16][C:11]([CH3:21])=[CH:12][CH:13]=1)(=[O:19])=[O:18]. The catalyst class is: 6. (8) Reactant: [CH3:1][N:2]([CH:16]1[CH2:21][CH2:20][N:19]([CH3:22])[CH2:18][CH2:17]1)[S:3]([C:6]1[CH:11]=[CH:10][C:9](Cl)=[C:8]([N+:13]([O-:15])=[O:14])[CH:7]=1)(=[O:5])=[O:4].[CH3:23][NH2:24]. Product: [CH3:1][N:2]([CH:16]1[CH2:21][CH2:20][N:19]([CH3:22])[CH2:18][CH2:17]1)[S:3]([C:6]1[CH:11]=[CH:10][C:9]([NH:24][CH3:23])=[C:8]([N+:13]([O-:15])=[O:14])[CH:7]=1)(=[O:5])=[O:4]. The catalyst class is: 6.